From a dataset of Merck oncology drug combination screen with 23,052 pairs across 39 cell lines. Regression. Given two drug SMILES strings and cell line genomic features, predict the synergy score measuring deviation from expected non-interaction effect. (1) Drug 1: CN(C)C(=N)N=C(N)N. Drug 2: CC1(c2nc3c(C(N)=O)cccc3[nH]2)CCCN1. Cell line: HT144. Synergy scores: synergy=-7.01. (2) Drug 1: N#Cc1ccc(Cn2cncc2CN2CCN(c3cccc(Cl)c3)C(=O)C2)cc1. Drug 2: CC1(c2nc3c(C(N)=O)cccc3[nH]2)CCCN1. Cell line: A2780. Synergy scores: synergy=10.3.